This data is from Reaction yield outcomes from USPTO patents with 853,638 reactions. The task is: Predict the reaction yield, written as a fraction of the theoretical maximum amount of product (1.0 means a 100% yield; for example, 0.34 means a 34% yield). (1) The reactants are [Br:1][C:2]1[CH:7]=[CH:6][C:5]([CH2:8][C:9]([C:24]2[CH:29]=[CH:28][CH:27]=[C:26]([O:30][C:31]([F:34])([F:33])[F:32])[CH:25]=2)([C:13]2[CH:18]=[CH:17][CH:16]=[C:15]([O:19][C:20]([F:23])([F:22])[F:21])[CH:14]=2)C(O)=O)=[CH:4][CH:3]=1.C([N:37](CC)CC)C.C1(P(N=[N+]=[N-])(C2C=CC=CC=2)=O)C=CC=CC=1.C[Si](C)(C)CCO.[F-].C([N+](CCCC)(CCCC)CCCC)CCC.C1COCC1. The catalyst is O1CCOCC1.C(Cl)Cl. The product is [Br:1][C:2]1[CH:7]=[CH:6][C:5]([CH2:8][C:9]([C:24]2[CH:29]=[CH:28][CH:27]=[C:26]([O:30][C:31]([F:34])([F:33])[F:32])[CH:25]=2)([C:13]2[CH:18]=[CH:17][CH:16]=[C:15]([O:19][C:20]([F:23])([F:22])[F:21])[CH:14]=2)[NH2:37])=[CH:4][CH:3]=1. The yield is 0.370. (2) The reactants are [Cl:1][C:2]1[C:10]2[N:9]=[C:8]3[N:11]([C:15]4[CH:20]=[CH:19][C:18]([Cl:21])=[CH:17][C:16]=4[Cl:22])[CH2:12][CH2:13][CH2:14][N:7]3[C:6]=2[C:5]([CH:23]([CH2:26][CH3:27])[CH:24]=[O:25])=[CH:4][CH:3]=1.[CH3:28][Mg]Br. The catalyst is O1CCCC1.[Cl-].[NH4+]. The product is [Cl:1][C:2]1[C:10]2[N:9]=[C:8]3[N:11]([C:15]4[CH:20]=[CH:19][C:18]([Cl:21])=[CH:17][C:16]=4[Cl:22])[CH2:12][CH2:13][CH2:14][N:7]3[C:6]=2[C:5]([CH:23]([CH2:26][CH3:27])[CH:24]([OH:25])[CH3:28])=[CH:4][CH:3]=1. The yield is 0.550. (3) The yield is 0.650. The catalyst is O.C1C=CC(P(C2C=CC=CC=2)[C-]2C=CC=C2)=CC=1.C1C=CC(P(C2C=CC=CC=2)[C-]2C=CC=C2)=CC=1.Cl[Pd]Cl.[Fe+2]. The reactants are [Cl:1][C:2]1[CH:7]=[CH:6][CH:5]=[CH:4][C:3]=1B(O)O.Cl[C:12]1[C:17]([CH2:18][OH:19])=[CH:16][CH:15]=[CH:14][N:13]=1.C(=O)(O)[O-].[Na+].O1CCOCC1. The product is [Cl:1][C:2]1[CH:7]=[CH:6][CH:5]=[CH:4][C:3]=1[C:12]1[C:17]([CH2:18][OH:19])=[CH:16][CH:15]=[CH:14][N:13]=1. (4) The reactants are Cl[CH2:2][C:3]1[CH:21]=[CH:20][C:6]([O:7][CH2:8][C:9]2[N:10]=[C:11]([C:15]3[O:16][CH:17]=[CH:18][CH:19]=3)[O:12][C:13]=2[CH3:14])=[C:5]([O:22][CH3:23])[CH:4]=1.[OH:24][C:25]1[C:29]([CH2:30][CH2:31][P:32](=[O:39])([O:36][CH2:37][CH3:38])[O:33][CH2:34][CH3:35])=[CH:28][N:27]([C:40]2[CH:45]=[CH:44][CH:43]=[CH:42][CH:41]=2)[N:26]=1.CN(C)C=O.[H-].[Na+]. The catalyst is O. The product is [O:16]1[CH:17]=[CH:18][CH:19]=[C:15]1[C:11]1[O:12][C:13]([CH3:14])=[C:9]([CH2:8][O:7][C:6]2[CH:20]=[CH:21][C:3]([CH2:2][O:24][C:25]3[C:29]([CH2:30][CH2:31][P:32](=[O:39])([O:33][CH2:34][CH3:35])[O:36][CH2:37][CH3:38])=[CH:28][N:27]([C:40]4[CH:45]=[CH:44][CH:43]=[CH:42][CH:41]=4)[N:26]=3)=[CH:4][C:5]=2[O:22][CH3:23])[N:10]=1. The yield is 0.800. (5) The reactants are [NH:1]1[C:5]2[CH:6]=[CH:7][CH:8]=[CH:9][C:4]=2[N:3]=[C:2]1[C:10]1[CH:11]=[C:12]([N:17]2[CH2:22][CH2:21][C:20](=O)[CH2:19][CH2:18]2)[CH:13]=[CH:14][C:15]=1[Cl:16].[NH:24]1[CH2:30][CH2:29][CH2:28][CH2:27][CH2:26][CH2:25]1.C(O)(=O)C.C(O[BH-](OC(=O)C)OC(=O)C)(=O)C.[Na+]. The catalyst is ClCCl. The product is [N:24]1([CH:20]2[CH2:21][CH2:22][N:17]([C:12]3[CH:13]=[CH:14][C:15]([Cl:16])=[C:10]([C:2]4[NH:3][C:4]5[CH:9]=[CH:8][CH:7]=[CH:6][C:5]=5[N:1]=4)[CH:11]=3)[CH2:18][CH2:19]2)[CH2:30][CH2:29][CH2:28][CH2:27][CH2:26][CH2:25]1. The yield is 0.580. (6) The reactants are [Br:1][C:2]1[C:11]2[C:6](=[C:7]([F:12])[CH:8]=[CH:9][CH:10]=2)[CH:5]=[CH:4][C:3]=1[CH:13]=O.FC1C(B(C2C(F)=C(F)C(F)=C(F)C=2F)C2C(F)=C(F)C(F)=C(F)C=2F)=C(F)C(F)=C(F)C=1F.C([SiH](CC)CC)C. The catalyst is C(Cl)Cl. The product is [Br:1][C:2]1[C:11]2[C:6](=[C:7]([F:12])[CH:8]=[CH:9][CH:10]=2)[CH:5]=[CH:4][C:3]=1[CH3:13]. The yield is 0.490.